From a dataset of Peptide-MHC class II binding affinity with 134,281 pairs from IEDB. Regression. Given a peptide amino acid sequence and an MHC pseudo amino acid sequence, predict their binding affinity value. This is MHC class II binding data. (1) The peptide sequence is KKLALSLASVAMCRTPF. The MHC is HLA-DQA10201-DQB10402 with pseudo-sequence HLA-DQA10201-DQB10402. The binding affinity (normalized) is 0.576. (2) The peptide sequence is AALLVVAVGLRV. The MHC is DRB1_1302 with pseudo-sequence DRB1_1302. The binding affinity (normalized) is 0.755. (3) The peptide sequence is DDCVAIGTGSSNIVI. The MHC is DRB1_0301 with pseudo-sequence DRB1_0301. The binding affinity (normalized) is 0.159. (4) The peptide sequence is EFGKAKGSRAIWYMW. The MHC is DRB1_0404 with pseudo-sequence DRB1_0404. The binding affinity (normalized) is 0.345. (5) The peptide sequence is GRYKDEKDVTDITVK. The MHC is DRB1_0101 with pseudo-sequence DRB1_0101. The binding affinity (normalized) is 0.185. (6) The peptide sequence is NKHNRLYMEARPLEE. The MHC is HLA-DQA10501-DQB10301 with pseudo-sequence HLA-DQA10501-DQB10301. The binding affinity (normalized) is 0.102. (7) The peptide sequence is KKGAGGITIKKTGQA. The MHC is DRB3_0101 with pseudo-sequence DRB3_0101. The binding affinity (normalized) is 0.0291. (8) The peptide sequence is KPPFSGMTGCGNTPI. The MHC is HLA-DPA10301-DPB10402 with pseudo-sequence HLA-DPA10301-DPB10402. The binding affinity (normalized) is 0.0717. (9) The peptide sequence is DCSEYPKPDCTAEDR. The MHC is HLA-DQA10501-DQB10301 with pseudo-sequence HLA-DQA10501-DQB10301. The binding affinity (normalized) is 0.0624. (10) The peptide sequence is AAYLATRGLDVVDAV. The MHC is DRB1_0404 with pseudo-sequence DRB1_0404. The binding affinity (normalized) is 0.516.